Dataset: Catalyst prediction with 721,799 reactions and 888 catalyst types from USPTO. Task: Predict which catalyst facilitates the given reaction. (1) Reactant: [Br:1][C:2]1[CH:7]=[CH:6][C:5]([CH2:8][CH2:9][C:10](O)=[O:11])=[CH:4][C:3]=1[I:13].CN1CCOCC1.C(Cl)(=O)OCC(C)C.[BH4-].[Na+]. Product: [Br:1][C:2]1[CH:7]=[CH:6][C:5]([CH2:8][CH2:9][CH2:10][OH:11])=[CH:4][C:3]=1[I:13]. The catalyst class is: 36. (2) Reactant: [CH3:1][NH2:2].CO.[Cl:5][C:6]1[CH:19]=[C:18](F)[C:17]([N+:21]([O-:23])=[O:22])=[CH:16][C:7]=1[C:8]([NH:10][CH:11]1[CH2:15][CH2:14][CH2:13][CH2:12]1)=[O:9]. Product: [Cl:5][C:6]1[CH:19]=[C:18]([NH:2][CH3:1])[C:17]([N+:21]([O-:23])=[O:22])=[CH:16][C:7]=1[C:8]([NH:10][CH:11]1[CH2:15][CH2:14][CH2:13][CH2:12]1)=[O:9]. The catalyst class is: 14. (3) Reactant: C(O[C:4]([C:6]1[NH:7][C:8]2[C:13]([CH:14]=1)=[CH:12][C:11]([N+:15]([O-:17])=[O:16])=[CH:10][CH:9]=2)=[O:5])C.C1(C)C=CC=CC=1.CCOCC.[CH2:30]([NH:32][CH2:33][CH2:34][NH2:35])[CH3:31]. Product: [CH2:30]([NH:32][CH2:33][CH2:34][NH:35][C:4]([C:6]1[NH:7][C:8]2[C:13]([CH:14]=1)=[CH:12][C:11]([N+:15]([O-:17])=[O:16])=[CH:10][CH:9]=2)=[O:5])[CH3:31]. The catalyst class is: 13. (4) Reactant: [CH2:1]=[CH:2][CH:3]([SH:14])[CH2:4][CH2:5][CH2:6][CH2:7][CH2:8][CH2:9][CH2:10][CH2:11][CH2:12][CH3:13].[S:15]1[C:19]2[CH:20]=[CH:21][CH:22]=[CH:23][C:18]=2[N:17]=[C:16]1[S:24][S:24][C:16]1[S:15][C:19]2[CH:20]=[CH:21][CH:22]=[CH:23][C:18]=2[N:17]=1. Product: [CH2:1]=[CH:2][CH:3]([S:14][S:24][C:16]1[S:15][C:19]2[CH:20]=[CH:21][CH:22]=[CH:23][C:18]=2[N:17]=1)[CH2:4][CH2:5][CH2:6][CH2:7][CH2:8][CH2:9][CH2:10][CH2:11][CH2:12][CH3:13]. The catalyst class is: 22. (5) The catalyst class is: 20. Product: [CH2:12]([N:8]([CH2:1][C:2]1[CH:3]=[CH:4][CH:5]=[CH:6][CH:7]=1)[CH2:9][CH2:10][O:11][C:20]([F:25])([F:24])[C:21]([OH:23])=[O:22])[C:13]1[CH:18]=[CH:17][CH:16]=[CH:15][CH:14]=1. Reactant: [CH2:1]([N:8]([CH2:12][C:13]1[CH:18]=[CH:17][CH:16]=[CH:15][CH:14]=1)[CH2:9][CH2:10][OH:11])[C:2]1[CH:7]=[CH:6][CH:5]=[CH:4][CH:3]=1.Cl[C:20]([F:25])([F:24])[C:21]([OH:23])=[O:22].[Na].[H-].[Na+].